From a dataset of Forward reaction prediction with 1.9M reactions from USPTO patents (1976-2016). Predict the product of the given reaction. (1) Given the reactants [CH2:1]([N:8]1[CH2:12][C@@H:11]([OH:13])[C@H:10]([OH:14])[CH2:9]1)[C:2]1[CH:7]=[CH:6][CH:5]=[CH:4][CH:3]=1.[H-].[Na+].CS(O[CH2:22][CH2:23][CH2:24][CH2:25][CH2:26][CH2:27][CH2:28][CH2:29]/[CH:30]=[CH:31]\[CH2:32]/[CH:33]=[CH:34]\[CH2:35][CH2:36][CH2:37][CH2:38][CH3:39])(=O)=O.[Cl-].[NH4+], predict the reaction product. The product is: [CH2:1]([N:8]1[CH2:12][C@@H:11]([O:13][CH2:22][CH2:23][CH2:24][CH2:25][CH2:26][CH2:27][CH2:28][CH2:29]/[CH:30]=[CH:31]\[CH2:32]/[CH:33]=[CH:34]\[CH2:35][CH2:36][CH2:37][CH2:38][CH3:39])[C@H:10]([O:14][CH2:22][CH2:23][CH2:24][CH2:25][CH2:26][CH2:27][CH2:28][CH2:29]/[CH:30]=[CH:31]\[CH2:32]/[CH:33]=[CH:34]\[CH2:35][CH2:36][CH2:37][CH2:38][CH3:39])[CH2:9]1)[C:2]1[CH:3]=[CH:4][CH:5]=[CH:6][CH:7]=1. (2) Given the reactants [OH:1][CH2:2][C:3]1[C:8]([CH3:9])=[CH:7][CH:6]=[CH:5][N:4]=1, predict the reaction product. The product is: [CH3:9][C:8]1[C:3]([CH:2]=[O:1])=[N:4][CH:5]=[CH:6][CH:7]=1. (3) The product is: [Br:21][C:19]1[N:20]=[C:16]([N:7]2[CH2:6][CH2:5][C:4]([CH2:2][CH3:3])([C:10]([O:12][CH2:13][CH3:14])=[O:11])[CH2:9][CH2:8]2)[S:17][CH:18]=1. Given the reactants Cl.[CH2:2]([C:4]1([C:10]([O:12][CH2:13][CH3:14])=[O:11])[CH2:9][CH2:8][NH:7][CH2:6][CH2:5]1)[CH3:3].Br[C:16]1[S:17][CH:18]=[C:19]([Br:21])[N:20]=1.C(N(CC)CC)C, predict the reaction product. (4) Given the reactants C[Si]([N-][Si](C)(C)C)(C)C.[Na+].[C:11]([O:14][CH3:15])(=[O:13])[CH3:12].[CH:16]1(/[CH:19]=[N:20]\[S:21]([C:23]([CH3:26])([CH3:25])[CH3:24])=[O:22])[CH2:18][CH2:17]1.C1C[O:30][CH2:29][CH2:28]1, predict the reaction product. The product is: [CH:16]1([CH:19]([NH:20][S:21]([C:23]([CH3:26])([CH3:25])[CH3:24])=[O:22])[CH2:28][C:29](=[O:30])[CH2:12][C:11]([O:14][CH3:15])=[O:13])[CH2:17][CH2:18]1. (5) Given the reactants [C:1]([O-])(=O)[C:2](C)=[O:3].[CH:7](=[O:14])[C:8]1[CH:13]=[CH:12][CH:11]=[CH:10][CH:9]=1.CC([C@H](O)C1C=CC=CC=1)=O, predict the reaction product. The product is: [CH:7](=[O:14])[C:8]1[CH:13]=[CH:12][CH:11]=[CH:10][CH:9]=1.[CH:2](=[O:3])[CH3:1]. (6) Given the reactants C(O[C:4](=[NH:20])[C:5]1[CH:10]=[CH:9][C:8]([S:11](=[O:19])(=[O:18])[NH:12][C:13]2[S:14][CH:15]=[CH:16][N:17]=2)=[CH:7][CH:6]=1)C.[NH2:21][NH2:22].[Cl:23][C:24]1[CH:25]=[C:26]([CH:29]=[CH:30][C:31]=1[Cl:32])[CH:27]=O.C(O)(=O)C, predict the reaction product. The product is: [S:14]1[CH:15]=[CH:16][N:17]=[C:13]1[NH:12][S:11]([C:8]1[CH:7]=[CH:6][C:5]([C:4]([NH:21][N:22]=[CH:27][C:26]2[CH:29]=[CH:30][C:31]([Cl:32])=[C:24]([Cl:23])[CH:25]=2)=[NH:20])=[CH:10][CH:9]=1)(=[O:18])=[O:19]. (7) Given the reactants C([N:8]1[CH2:13][CH2:12][N:11]([C:14]([C:16]2[CH:21]=[CH:20][C:19]([NH:22][C:23]([NH:25][CH2:26][C:27]([C:30]#[N:31])([CH3:29])[CH3:28])=[O:24])=[C:18]([F:32])[CH:17]=2)=[O:15])[CH2:10][CH2:9]1)C1C=CC=CC=1, predict the reaction product. The product is: [C:30]([C:27]([CH3:29])([CH3:28])[CH2:26][NH:25][C:23]([NH:22][C:19]1[CH:20]=[CH:21][C:16]([C:14]([N:11]2[CH2:10][CH2:9][NH:8][CH2:13][CH2:12]2)=[O:15])=[CH:17][C:18]=1[F:32])=[O:24])#[N:31].